This data is from Forward reaction prediction with 1.9M reactions from USPTO patents (1976-2016). The task is: Predict the product of the given reaction. (1) Given the reactants [OH:1][CH:2]([C:6]1[CH:11]=[CH:10][C:9]([C:12]2[N:16]=[C:15]([C:17]3[O:21][N:20]=[C:19]([C:22]4[CH:27]=[CH:26][CH:25]=[CH:24][CH:23]=4)[C:18]=3[C:28]([F:31])([F:30])[F:29])[O:14][N:13]=2)=[CH:8][CH:7]=1)[C:3](O)=[O:4].[NH2:32][CH:33]([C:37]#[N:38])[C:34]([NH2:36])=[O:35].CN1CCOCC1.CN(C(ON1N=NC2C=CC=NC1=2)=[N+](C)C)C.F[P-](F)(F)(F)(F)F, predict the reaction product. The product is: [NH2:36][C:34](=[O:35])[CH:33]([NH:32][C:3](=[O:4])[CH:2]([OH:1])[C:6]1[CH:11]=[CH:10][C:9]([C:12]2[N:16]=[C:15]([C:17]3[O:21][N:20]=[C:19]([C:22]4[CH:27]=[CH:26][CH:25]=[CH:24][CH:23]=4)[C:18]=3[C:28]([F:30])([F:31])[F:29])[O:14][N:13]=2)=[CH:8][CH:7]=1)[C:37]#[N:38]. (2) Given the reactants [Br:1][C:2]1[C:3](F)=[C:4]([C:8]([C:10]2[CH:15]=[CH:14][C:13]([F:16])=[CH:12][CH:11]=2)=O)[CH:5]=[CH:6][CH:7]=1.O.[NH2:19][NH2:20].CC(C)=O, predict the reaction product. The product is: [Br:1][C:2]1[CH:7]=[CH:6][CH:5]=[C:4]2[C:3]=1[NH:20][N:19]=[C:8]2[C:10]1[CH:15]=[CH:14][C:13]([F:16])=[CH:12][CH:11]=1. (3) Given the reactants C([O:3][C:4]([C:6]1[N:7]([CH3:19])[N:8]=[C:9]([C:12]2[CH:17]=[CH:16][C:15]([Cl:18])=[CH:14][CH:13]=2)[C:10]=1[CH3:11])=O)C.[H-].[Al+3].[Li+].[H-].[H-].[H-], predict the reaction product. The product is: [Cl:18][C:15]1[CH:14]=[CH:13][C:12]([C:9]2[C:10]([CH3:11])=[C:6]([CH2:4][OH:3])[N:7]([CH3:19])[N:8]=2)=[CH:17][CH:16]=1. (4) Given the reactants [F:1][C:2]1[CH:10]=[CH:9][C:8]([F:11])=[CH:7][C:3]=1[C:4](Cl)=[O:5].[CH2:12]([NH:15][CH2:16][C:17]1[N:21]([CH2:22][CH2:23][CH3:24])[C:20]2[CH:25]=[CH:26][C:27]([CH2:29][O:30][Si:31]([CH3:37])([CH3:36])[C:32]([CH3:35])([CH3:34])[CH3:33])=[CH:28][C:19]=2[N:18]=1)[CH2:13][CH3:14], predict the reaction product. The product is: [F:1][C:2]1[CH:10]=[CH:9][C:8]([F:11])=[CH:7][C:3]=1[C:4]([N:15]([CH2:12][CH2:13][CH3:14])[CH2:16][C:17]1[N:21]([CH2:22][CH2:23][CH3:24])[C:20]2[CH:25]=[CH:26][C:27]([CH2:29][O:30][Si:31]([CH3:36])([CH3:37])[C:32]([CH3:34])([CH3:33])[CH3:35])=[CH:28][C:19]=2[N:18]=1)=[O:5].